From a dataset of Reaction yield outcomes from USPTO patents with 853,638 reactions. Predict the reaction yield, written as a fraction of the theoretical maximum amount of product (1.0 means a 100% yield; for example, 0.34 means a 34% yield). The reactants are [CH3:1][O:2][C:3]1[CH:8]=[CH:7][CH:6]=[CH:5][C:4]=1[N:9]1[CH2:14][CH2:13][N:12]([CH2:15][CH2:16][CH:17]([C:24]([CH:26]2[CH2:31][CH2:30][CH2:29][CH2:28][CH2:27]2)=[O:25])[C:18]2[CH:23]=[CH:22][CH:21]=[CH:20][CH:19]=2)[CH2:11][CH2:10]1.CC(C[Al]CC(C)C)C. The catalyst is C(Cl)Cl. The product is [CH3:1][O:2][C:3]1[CH:8]=[CH:7][CH:6]=[CH:5][C:4]=1[N:9]1[CH2:10][CH2:11][N:12]([CH2:15][CH2:16][CH:17]([C:18]2[CH:23]=[CH:22][CH:21]=[CH:20][CH:19]=2)[CH:24]([CH:26]2[CH2:31][CH2:30][CH2:29][CH2:28][CH2:27]2)[OH:25])[CH2:13][CH2:14]1. The yield is 0.780.